Predict the reactants needed to synthesize the given product. From a dataset of Full USPTO retrosynthesis dataset with 1.9M reactions from patents (1976-2016). (1) The reactants are: O.[OH-].[Li+:3].C[O:5][C:6]([C:8]1[O:9][C:10]2[CH2:11][N:12]([CH3:17])[CH2:13][CH2:14][C:15]=2[N:16]=1)=[O:7]. Given the product [CH3:17][N:12]1[CH2:13][CH2:14][C:15]2[N:16]=[C:8]([C:6]([O-:7])=[O:5])[O:9][C:10]=2[CH2:11]1.[Li+:3], predict the reactants needed to synthesize it. (2) Given the product [F:23][C:17]1[CH:18]=[CH:19][CH:20]=[C:21]([F:22])[C:16]=1[C:14]1[O:15][C:11]([C:8]2[CH:9]=[CH:10][C:5]([O:4][CH2:3][CH2:2][NH:34][CH2:35][CH2:36][OH:37])=[CH:6][CH:7]=2)=[C:12]([C:24]([NH2:26])=[O:25])[N:13]=1, predict the reactants needed to synthesize it. The reactants are: Cl[CH2:2][CH2:3][O:4][C:5]1[CH:10]=[CH:9][C:8]([C:11]2[O:15][C:14]([C:16]3[C:21]([F:22])=[CH:20][CH:19]=[CH:18][C:17]=3[F:23])=[N:13][C:12]=2[C:24]([NH2:26])=[O:25])=[CH:7][CH:6]=1.C([NH:34][CH2:35][CH2:36][OH:37])C1C=CC=CC=1.COC1C=CC(C2NC(C(N)=O)=C(C3C=CC(OC)=CC=3)N=2)=CC=1. (3) Given the product [CH2:1]([O:8][C:9]([C:11]1[C:19]2[C:14](=[CH:15][CH:16]=[C:17]([O:20][CH2:21][CH2:22][I:25])[CH:18]=2)[NH:13][C:12]=1[CH3:24])=[O:10])[C:2]1[CH:7]=[CH:6][CH:5]=[CH:4][CH:3]=1, predict the reactants needed to synthesize it. The reactants are: [CH2:1]([O:8][C:9]([C:11]1[C:19]2[C:14](=[CH:15][CH:16]=[C:17]([O:20][CH2:21][CH2:22]Cl)[CH:18]=2)[NH:13][C:12]=1[CH3:24])=[O:10])[C:2]1[CH:7]=[CH:6][CH:5]=[CH:4][CH:3]=1.[I-:25].[Na+]. (4) Given the product [F:27][C:25]1[CH:24]=[C:23]([C:28](=[O:60])[C:29](=[C:51]2[NH:52][C:53]3[CH:59]=[CH:58][CH:57]=[CH:56][C:54]=3[NH:55]2)[C:30]([C:32]2[CH:33]=[C:34]([S:38]([NH:41][C:42](=[NH:43])[N:4]3[CH2:5][CH2:6][N:1]([C:7]([O:9][CH2:10][C:11]4[CH:16]=[CH:15][CH:14]=[CH:13][CH:12]=4)=[O:8])[CH2:2][CH2:3]3)(=[O:39])=[O:40])[CH:35]=[CH:36][CH:37]=2)=[O:31])[CH:22]=[C:21]([F:20])[CH:26]=1, predict the reactants needed to synthesize it. The reactants are: [N:1]1([C:7]([O:9][CH2:10][C:11]2[CH:16]=[CH:15][CH:14]=[CH:13][CH:12]=2)=[O:8])[CH2:6][CH2:5][NH:4][CH2:3][CH2:2]1.C(#N)C.[F:20][C:21]1[CH:22]=[C:23]([C:28](=[O:60])[C:29](=[C:51]2[NH:55][C:54]3[CH:56]=[CH:57][CH:58]=[CH:59][C:53]=3[NH:52]2)[C:30]([C:32]2[CH:33]=[C:34]([S:38]([NH:41][C:42](N3C(C)=CC(C)=N3)=[NH:43])(=[O:40])=[O:39])[CH:35]=[CH:36][CH:37]=2)=[O:31])[CH:24]=[C:25]([F:27])[CH:26]=1. (5) Given the product [Cl:31][C:32]1[CH:37]=[CH:36][C:35]([NH:38][C:39](=[O:58])[NH:40][C:41]2[CH:42]=[CH:43][C:44]([C:47]3[S:51][C:50]([CH2:52][CH2:53][C:54]([OH:56])=[O:55])=[N:49][CH:48]=3)=[CH:45][CH:46]=2)=[C:34]([O:59][C:60]2[CH:61]=[CH:62][CH:63]=[CH:64][CH:65]=2)[CH:33]=1, predict the reactants needed to synthesize it. The reactants are: FC(F)(F)C1C=C(NC(=O)NC2C=CC(C3SC(CCC(O)=O)=NC=3)=CC=2)C=CC=1.[Cl:31][C:32]1[CH:37]=[CH:36][C:35]([NH:38][C:39](=[O:58])[NH:40][C:41]2[CH:46]=[CH:45][C:44]([C:47]3[S:51][C:50]([CH2:52][CH2:53][C:54]([O:56]C)=[O:55])=[N:49][CH:48]=3)=[CH:43][CH:42]=2)=[C:34]([O:59][C:60]2[CH:65]=[CH:64][CH:63]=[CH:62][CH:61]=2)[CH:33]=1. (6) The reactants are: [C:1]([O:5][C:6]([C:8]([NH2:12])([OH:11])[CH2:9][CH3:10])=[O:7])([CH3:4])([CH3:3])[CH3:2].[CH:13]1[CH:14]=[CH:15][C:16]([NH:23][C:24]2[C:25]([Cl:31])=[CH:26][CH:27]=[CH:28][C:29]=2[Cl:30])=[C:17]([CH2:19][C:20]([OH:22])=[O:21])[CH:18]=1.CN(C=O)C.CCN=C=NCCCN(C)C.Cl. Given the product [C:6]([C:8]([NH2:12])([OH:11])[CH2:9][CH3:10])([O:5][C:1]([CH3:2])([CH3:4])[CH3:3])=[O:7].[CH:13]1[CH:14]=[CH:15][C:16]([NH:23][C:24]2[C:29]([Cl:30])=[CH:28][CH:27]=[CH:26][C:25]=2[Cl:31])=[C:17]([CH2:19][C:20]([OH:22])=[O:21])[CH:18]=1, predict the reactants needed to synthesize it. (7) Given the product [NH2:19][C:10]1[C:9]2[N:8]=[CH:7][N:6]([CH2:5][CH2:4][CH2:3][CH2:2][NH:1][C:32](=[O:33])[CH:31]([C:29]3[CH:28]=[CH:27][C:26]([C:36]4[CH:37]=[CH:38][CH:39]=[CH:40][CH:41]=4)=[C:25]([F:24])[CH:30]=3)[CH3:35])[C:18]=2[C:17]2[CH:16]=[CH:15][CH:14]=[CH:13][C:12]=2[N:11]=1, predict the reactants needed to synthesize it. The reactants are: [NH2:1][CH2:2][CH2:3][CH2:4][CH2:5][N:6]1[C:18]2[C:17]3[CH:16]=[CH:15][CH:14]=[CH:13][C:12]=3[N:11]=[C:10]([NH2:19])[C:9]=2[N:8]=[C:7]1CCOC.[F:24][C:25]1[CH:30]=[C:29]([CH:31]([CH3:35])[C:32](Cl)=[O:33])[CH:28]=[CH:27][C:26]=1[C:36]1[CH:41]=[CH:40][CH:39]=[CH:38][CH:37]=1. (8) Given the product [CH2:23]([NH:30][C:31]([NH:20][CH2:19][CH2:18][CH2:17][N:8]1[CH:7]([CH2:6][C:5]2[CH:21]=[CH:22][C:2]([F:1])=[CH:3][CH:4]=2)[CH2:16][C:15]2[C:10](=[CH:11][CH:12]=[CH:13][CH:14]=2)[CH2:9]1)=[O:32])[C:24]1[CH:29]=[CH:28][CH:27]=[CH:26][CH:25]=1, predict the reactants needed to synthesize it. The reactants are: [F:1][C:2]1[CH:22]=[CH:21][C:5]([CH2:6][CH:7]2[CH2:16][C:15]3[C:10](=[CH:11][CH:12]=[CH:13][CH:14]=3)[CH2:9][N:8]2[CH2:17][CH2:18][CH2:19][NH2:20])=[CH:4][CH:3]=1.[CH2:23]([N:30]=[C:31]=[O:32])[C:24]1[CH:29]=[CH:28][CH:27]=[CH:26][CH:25]=1. (9) Given the product [CH:7]([NH:9][C:10]1[CH:15]=[C:14]([CH3:16])[CH:13]=[CH:12][C:11]=1[CH2:17][CH2:18][CH:19]([CH3:21])[CH3:20])=[CH2:8], predict the reactants needed to synthesize it. The reactants are: [H-].[Al+3].[Li+].[H-].[H-].[H-].[CH:7]([NH:9][C:10]1[CH:15]=[C:14]([CH3:16])[CH:13]=[CH:12][C:11]=1[CH2:17][C:18](=O)[CH:19]([CH3:21])[CH3:20])=[CH2:8]. (10) Given the product [OH:5][CH2:6][CH2:7][N:8]1[C:16]2[C:11](=[CH:12][CH:13]=[C:14]3[CH2:21][CH2:20][N:19]([C:22]([O:24][C:25]([CH3:28])([CH3:27])[CH3:26])=[O:23])[CH2:18][CH2:17][C:15]3=2)[CH:10]=[CH:9]1, predict the reactants needed to synthesize it. The reactants are: [BH4-].[Li+].C([O:5][C:6](=O)[CH2:7][N:8]1[C:16]2[C:11](=[CH:12][CH:13]=[C:14]3[CH2:21][CH2:20][N:19]([C:22]([O:24][C:25]([CH3:28])([CH3:27])[CH3:26])=[O:23])[CH2:18][CH2:17][C:15]3=2)[CH:10]=[CH:9]1)C.O.